From a dataset of Catalyst prediction with 721,799 reactions and 888 catalyst types from USPTO. Predict which catalyst facilitates the given reaction. (1) Reactant: [NH:1]1[C:6](=[O:7])[CH2:5][NH:4][C:3]2[N:8]=[CH:9][CH:10]=[CH:11][C:2]1=2.CN(C)C(=O)C.N1C=CC=CC=1.Cl[C:25]([O:27][C:28]1[CH:33]=[CH:32][C:31]([N+:34]([O-:36])=[O:35])=[CH:30][CH:29]=1)=[O:26]. Product: [O:7]=[C:6]1[CH2:5][N:4]([C:25]([O:27][C:28]2[CH:29]=[CH:30][C:31]([N+:34]([O-:36])=[O:35])=[CH:32][CH:33]=2)=[O:26])[C:3]2[N:8]=[CH:9][CH:10]=[CH:11][C:2]=2[NH:1]1. The catalyst class is: 6. (2) Reactant: [NH2:1][C:2]1[CH:7]=[C:6]([C:8]([F:11])([F:10])[CH3:9])[N:5]=[C:4]([C:12]([O:14]C)=[O:13])[C:3]=1[O:16][CH3:17].[OH-].[Na+].Cl. Product: [NH2:1][C:2]1[CH:7]=[C:6]([C:8]([F:10])([F:11])[CH3:9])[N:5]=[C:4]([C:12]([OH:14])=[O:13])[C:3]=1[O:16][CH3:17]. The catalyst class is: 36.